From a dataset of Full USPTO retrosynthesis dataset with 1.9M reactions from patents (1976-2016). Predict the reactants needed to synthesize the given product. Given the product [Br:58][C:55]1[CH:56]=[CH:57][C:52]([NH:51][C:35](=[O:37])/[C:34](/[C:38]2[CH:43]=[CH:42][C:41]([N:44]3[C:48]([CH3:49])=[N:47][N:46]=[N:45]3)=[C:40]([F:50])[CH:39]=2)=[CH:33]/[CH:28]2[CH2:32][CH2:31][CH2:30][CH2:29]2)=[N:53][CH:54]=1, predict the reactants needed to synthesize it. The reactants are: C1(P(C2C=CC=CC=2)C2C=CC=CC=2)C=CC=CC=1.BrN1C(=O)CCC1=O.[CH:28]1(/[CH:33]=[C:34](\[C:38]2[CH:43]=[CH:42][C:41]([N:44]3[C:48]([CH3:49])=[N:47][N:46]=[N:45]3)=[C:40]([F:50])[CH:39]=2)/[C:35]([OH:37])=O)[CH2:32][CH2:31][CH2:30][CH2:29]1.[NH2:51][C:52]1[CH:57]=[CH:56][C:55]([Br:58])=[CH:54][N:53]=1.